The task is: Predict the reactants needed to synthesize the given product.. This data is from Full USPTO retrosynthesis dataset with 1.9M reactions from patents (1976-2016). (1) Given the product [CH3:16][CH:15]([CH3:17])[CH2:14][NH:18][CH2:12][C:9]1[CH:10]=[CH:11][C:6]2[CH2:5][CH2:4][CH2:3][CH2:2][O:1][C:7]=2[CH:8]=1, predict the reactants needed to synthesize it. The reactants are: [O:1]1[C:7]2[CH:8]=[C:9]([CH:12]=O)[CH:10]=[CH:11][C:6]=2[CH2:5][CH2:4][CH2:3][CH2:2]1.[CH2:14]([NH2:18])[CH:15]([CH3:17])[CH3:16].C(O)(=O)C.C(O[BH-](OC(=O)C)OC(=O)C)(=O)C.[Na+]. (2) Given the product [Cl:1][C:2]1[CH:3]=[C:4]([C:10]2([C:26]([F:29])([F:28])[F:27])[CH2:14][CH2:13][N:12]([C:15]3[S:16][C:17]([CH2:24][NH2:41])=[C:18]([C:20]([F:23])([F:22])[F:21])[N:19]=3)[CH2:11]2)[CH:5]=[C:6]([Cl:9])[C:7]=1[Cl:8], predict the reactants needed to synthesize it. The reactants are: [Cl:1][C:2]1[CH:3]=[C:4]([C:10]2([C:26]([F:29])([F:28])[F:27])[CH2:14][CH2:13][N:12]([C:15]3[S:16][C:17]([CH2:24]O)=[C:18]([C:20]([F:23])([F:22])[F:21])[N:19]=3)[CH2:11]2)[CH:5]=[C:6]([Cl:9])[C:7]=1[Cl:8].O1CCCC1.CS(Cl)(=O)=O.O.[NH3:41]. (3) Given the product [Cl:1][C:2]1[CH:16]=[CH:15][C:5]([C:6]([OH:8])=[O:7])=[C:4]([O:17][CH2:18][C:19]([N:21]([CH3:23])[CH3:22])=[O:20])[CH:3]=1, predict the reactants needed to synthesize it. The reactants are: [Cl:1][C:2]1[CH:16]=[CH:15][C:5]([C:6]([O:8]CC(N(C)C)=O)=[O:7])=[C:4]([O:17][CH2:18][C:19]([N:21]([CH3:23])[CH3:22])=[O:20])[CH:3]=1.CO.O[Li].O.Cl. (4) Given the product [CH:12]1[CH:13]=[CH:14][C:15](=[O:16])/[C:10](=[CH:9]/[NH:8][CH2:7][CH2:6][NH:5]/[CH:4]=[C:3]2/[CH:2]=[CH:1][CH:20]=[CH:19][C:17]/2=[O:18])/[CH:11]=1.[Zn:21], predict the reactants needed to synthesize it. The reactants are: [CH:1]1[CH:20]=[CH:19][C:17](=[O:18])/[C:3](=[CH:4]/[NH:5][CH2:6][CH2:7][NH:8]/[CH:9]=[C:10]2/[CH:11]=[CH:12][CH:13]=[CH:14][C:15]/2=[O:16])/[CH:2]=1.[Zn:21](CC)CC. (5) Given the product [C:41]([CH2:40][CH2:39][C:10]1[C:11]([CH2:15][CH2:16][CH2:17][CH2:18][CH2:19][CH2:20][O:21][C:22]2[CH:23]=[C:24]([C:31]3[CH:36]=[CH:35][C:34]([F:37])=[C:33]([F:38])[CH:32]=3)[CH:25]=[C:26]([O:28][CH2:29][CH3:30])[CH:27]=2)=[CH:12][CH:13]=[CH:14][C:9]=1[O:8][CH2:7][CH2:6][CH2:5][C:4]([OH:46])=[O:3])([OH:43])=[O:42], predict the reactants needed to synthesize it. The reactants are: C([O:3][C:4](=[O:46])[CH2:5][CH2:6][CH2:7][O:8][C:9]1[CH:14]=[CH:13][CH:12]=[C:11]([CH2:15][CH2:16][CH2:17][CH2:18][CH2:19][CH2:20][O:21][C:22]2[CH:23]=[C:24]([C:31]3[CH:36]=[CH:35][C:34]([F:37])=[C:33]([F:38])[CH:32]=3)[CH:25]=[C:26]([O:28][CH2:29][CH3:30])[CH:27]=2)[C:10]=1[CH2:39][CH2:40][C:41]([O:43]CC)=[O:42])C.[OH-].[Na+]. (6) Given the product [C:30]([O:33][C:34](=[O:35])[NH:10][C@@H:7]([C:5]1[O:6][C:2]([CH3:1])=[CH:3][CH:4]=1)[CH2:8][CH3:9])([CH3:32])([CH3:31])[CH3:29], predict the reactants needed to synthesize it. The reactants are: [CH3:1][C:2]1[O:6][C:5]([C@H:7]([NH2:10])[CH2:8][CH3:9])=[CH:4][CH:3]=1.CC1C=CC(S(O)(=O)=O)=CC=1.CCN(CC)CC.[CH3:29][C:30]([O:33][C:34](O[C:34]([O:33][C:30]([CH3:32])([CH3:31])[CH3:29])=[O:35])=[O:35])([CH3:32])[CH3:31]. (7) Given the product [Br:1][C:2]1[CH:3]=[CH:4][C:5]([CH2:8][N:9]2[CH2:13][C:14](=[O:16])[NH:12][C:10]2=[O:11])=[N:6][CH:7]=1, predict the reactants needed to synthesize it. The reactants are: [Br:1][C:2]1[CH:3]=[CH:4][C:5]([CH2:8][N:9]([CH2:13][C:14]([O:16]CC)=O)[C:10]([NH2:12])=[O:11])=[N:6][CH:7]=1.C[O-].[Na+].